From a dataset of NCI-60 drug combinations with 297,098 pairs across 59 cell lines. Regression. Given two drug SMILES strings and cell line genomic features, predict the synergy score measuring deviation from expected non-interaction effect. (1) Drug 1: CCC1=C2CN3C(=CC4=C(C3=O)COC(=O)C4(CC)O)C2=NC5=C1C=C(C=C5)O. Drug 2: C(CN)CNCCSP(=O)(O)O. Cell line: HL-60(TB). Synergy scores: CSS=31.9, Synergy_ZIP=-1.87, Synergy_Bliss=-1.28, Synergy_Loewe=-54.2, Synergy_HSA=0.620. (2) Drug 1: C1CC(C1)(C(=O)O)C(=O)O.[NH2-].[NH2-].[Pt+2]. Drug 2: CC1=C(C=C(C=C1)C(=O)NC2=CC(=CC(=C2)C(F)(F)F)N3C=C(N=C3)C)NC4=NC=CC(=N4)C5=CN=CC=C5. Synergy scores: CSS=3.28, Synergy_ZIP=-0.423, Synergy_Bliss=2.27, Synergy_Loewe=-0.352, Synergy_HSA=1.09. Cell line: UACC62. (3) Drug 1: C1=CC(=CC=C1CC(C(=O)O)N)N(CCCl)CCCl.Cl. Drug 2: C1=NC(=NC(=O)N1C2C(C(C(O2)CO)O)O)N. Cell line: NCI-H522. Synergy scores: CSS=13.5, Synergy_ZIP=-2.03, Synergy_Bliss=0.238, Synergy_Loewe=-0.383, Synergy_HSA=0.827. (4) Drug 1: CC1=CC=C(C=C1)C2=CC(=NN2C3=CC=C(C=C3)S(=O)(=O)N)C(F)(F)F. Drug 2: CNC(=O)C1=NC=CC(=C1)OC2=CC=C(C=C2)NC(=O)NC3=CC(=C(C=C3)Cl)C(F)(F)F. Cell line: SK-MEL-28. Synergy scores: CSS=5.28, Synergy_ZIP=-2.55, Synergy_Bliss=-1.46, Synergy_Loewe=3.05, Synergy_HSA=0.345. (5) Drug 1: C1=CC(=CC=C1CC(C(=O)O)N)N(CCCl)CCCl.Cl. Drug 2: CCCS(=O)(=O)NC1=C(C(=C(C=C1)F)C(=O)C2=CNC3=C2C=C(C=N3)C4=CC=C(C=C4)Cl)F. Cell line: UACC-257. Synergy scores: CSS=31.7, Synergy_ZIP=-3.37, Synergy_Bliss=-7.12, Synergy_Loewe=-21.7, Synergy_HSA=-9.32.